This data is from Reaction yield outcomes from USPTO patents with 853,638 reactions. The task is: Predict the reaction yield, written as a fraction of the theoretical maximum amount of product (1.0 means a 100% yield; for example, 0.34 means a 34% yield). (1) The reactants are C([O:3][C:4](=O)[CH2:5][C:6]([C:9]1[N:10]([CH2:21][CH2:22][OH:23])[C:11]2[C:16]([CH:17]=1)=[CH:15][C:14]([N+:18]([O-:20])=[O:19])=[CH:13][CH:12]=2)([CH3:8])[CH3:7])C.CC(C[AlH]CC(C)C)C.O. The catalyst is C1COCC1. The product is [OH:23][CH2:22][CH2:21][N:10]1[C:11]2[C:16](=[CH:15][C:14]([N+:18]([O-:20])=[O:19])=[CH:13][CH:12]=2)[CH:17]=[C:9]1[C:6]([CH3:8])([CH3:7])[CH2:5][CH2:4][OH:3]. The yield is 0.490. (2) The reactants are [NH2:1][C:2]1[CH:7]=[CH:6][CH:5]=[CH:4][CH:3]=1.[C:8]([O:16][CH3:17])(=[O:15])[C:9]#[C:10][C:11]([O:13][CH3:14])=[O:12].C(O)(=O)C.O=O. The catalyst is CN(C)C(=O)C.CC([O-])=O.CC([O-])=O.[Pd+2]. The product is [NH:1]1[C:2]2[C:7](=[CH:6][CH:5]=[CH:4][CH:3]=2)[C:10]([C:11]([O:13][CH3:14])=[O:12])=[C:9]1[C:8]([O:16][CH3:17])=[O:15]. The yield is 0.549. (3) The reactants are [CH:1]1[CH:2]=[CH:3][C:4]([CH2:7][CH2:8][CH2:9][CH2:10][O:11][CH2:12][CH2:13][CH2:14][CH2:15][CH2:16][CH2:17][NH:18]CC(O)C2C=CC(O)=C(CO)C=2)=[CH:5][CH:6]=1.C1C=CC2C(O)=C(C(O)=O)C=CC=2C=1.C(=O)([O-])[O-].[K+].[K+].O1CCOCC1.O.[C:69]([O:68][C:66](O[C:66]([O:68][C:69]([CH3:72])([CH3:71])[CH3:70])=[O:67])=[O:67])([CH3:72])([CH3:71])[CH3:70]. The catalyst is O1CCOCC1.O. The product is [C:69]([O:68][C:66](=[O:67])[NH:18][CH2:17][CH2:16][CH2:15][CH2:14][CH2:13][CH2:12][O:11][CH2:10][CH2:9][CH2:8][CH2:7][C:4]1[CH:3]=[CH:2][CH:1]=[CH:6][CH:5]=1)([CH3:70])([CH3:71])[CH3:72]. The yield is 0.890.